This data is from Catalyst prediction with 721,799 reactions and 888 catalyst types from USPTO. The task is: Predict which catalyst facilitates the given reaction. (1) The catalyst class is: 7. Product: [CH2:33]([O:40][C:41]1[CH:48]=[CH:47][C:46]([O:49][C:50]2[C:58]([CH3:59])=[CH:57][C:56]([N+:60]([O-:62])=[O:61])=[C:55]3[C:51]=2[CH2:52][CH2:53][CH2:54]3)=[CH:45][C:42]=1[CH:27]=[CH:28][C:5]1[CH:4]=[CH:3][O:7][CH:6]=1)[C:34]1[CH:39]=[CH:38][CH:37]=[CH:36][CH:35]=1. Reactant: [Br-].C([P+](C1C=CC=CC=1)(C1C=CC=CC=1)C1C=CC=CC=1)[C:3]1[O:7][CH:6]=[CH:5][CH:4]=1.[CH3:27][C:28](C)([O-])C.[K+].[CH2:33]([O:40][C:41]1[CH:48]=[CH:47][C:46]([O:49][C:50]2[C:58]([CH3:59])=[CH:57][C:56]([N+:60]([O-:62])=[O:61])=[C:55]3[C:51]=2[CH2:52][CH2:53][CH2:54]3)=[CH:45][C:42]=1C=O)[C:34]1[CH:39]=[CH:38][CH:37]=[CH:36][CH:35]=1.Cl. (2) Reactant: C1(O[C:8](=[O:21])[NH:9][C:10]2[S:11][C:12]3[N:13]=[CH:14][N:15]=[C:16]([O:19][CH3:20])[C:17]=3[N:18]=2)C=CC=CC=1.[C:22]([O:26][C:27](=[O:35])[NH:28][CH:29]1[CH2:34][CH2:33][NH:32][CH2:31][CH2:30]1)([CH3:25])([CH3:24])[CH3:23]. Product: [C:22]([O:26][C:27](=[O:35])[NH:28][CH:29]1[CH2:34][CH2:33][N:32]([C:8](=[O:21])[NH:9][C:10]2[S:11][C:12]3[N:13]=[CH:14][N:15]=[C:16]([O:19][CH3:20])[C:17]=3[N:18]=2)[CH2:31][CH2:30]1)([CH3:25])([CH3:23])[CH3:24]. The catalyst class is: 10. (3) Reactant: [C:1]([CH:3]([CH2:8][CH2:9][C:10]([F:34])([F:33])[C:11]([F:32])([F:31])[C:12]([F:30])([F:29])[C:13]([F:28])([F:27])[C:14]([F:26])([F:25])[C:15]([F:24])([F:23])[C:16]([F:22])([F:21])[C:17]([F:20])([F:19])[F:18])[C:4]([O:6][CH3:7])=[O:5])#[N:2].N. Product: [NH2:2][CH2:1][CH:3]([CH2:8][CH2:9][C:10]([F:33])([F:34])[C:11]([F:31])([F:32])[C:12]([F:29])([F:30])[C:13]([F:27])([F:28])[C:14]([F:25])([F:26])[C:15]([F:23])([F:24])[C:16]([F:21])([F:22])[C:17]([F:20])([F:18])[F:19])[C:4]([O:6][CH3:7])=[O:5]. The catalyst class is: 94. (4) Product: [Br:17][C:18]1[C:19]([O:28][CH3:29])=[C:20]([S:11][C:5]2[NH:6][C:7]3[C:3]([N:4]=2)=[C:2]([NH2:1])[N:10]=[CH:9][N:8]=3)[CH:21]=[C:22]([O:24][CH3:25])[CH:23]=1. Reactant: [NH2:1][C:2]1[N:10]=[CH:9][N:8]=[C:7]2[C:3]=1[NH:4][C:5](=[S:11])[NH:6]2.F[B-](F)(F)F.[Br:17][C:18]1[C:19]([O:28][CH3:29])=[C:20]([N+]#N)[CH:21]=[C:22]([O:24][CH3:25])[CH:23]=1.C([O-])(O)=O.[Na+]. The catalyst class is: 3. (5) Reactant: Cl.Cl.[N:3]1([CH2:9][CH2:10][CH2:11][O:12][C:13]2[CH:26]=[CH:25][C:16]([C:17]([N:19]3[CH2:24][CH2:23][NH:22][CH2:21][CH2:20]3)=[O:18])=[CH:15][CH:14]=2)[CH2:8][CH2:7][CH2:6][CH2:5][CH2:4]1.CCN(CC1C=CC=CC=1)CC.C=CC1C=CC=CC=1.C=CC1C=CC(C=C)=CC=1.[S:57]1[CH:61]=[CH:60][CH:59]=[C:58]1[C:62]([Cl:64])=[O:63]. Product: [ClH:64].[N:3]1([CH2:9][CH2:10][CH2:11][O:12][C:13]2[CH:26]=[CH:25][C:16]([C:17]([N:19]3[CH2:24][CH2:23][N:22]([C:62]([C:58]4[S:57][CH:61]=[CH:60][CH:59]=4)=[O:63])[CH2:21][CH2:20]3)=[O:18])=[CH:15][CH:14]=2)[CH2:8][CH2:7][CH2:6][CH2:5][CH2:4]1. The catalyst class is: 2. (6) Reactant: CC1C=CC(C[N:9]2[CH2:14][CH2:13][N:12]3[C:15](=[O:30])[O:16][C:17]([C:24]4[CH:29]=[CH:28][CH:27]=[CH:26][CH:25]=4)([C:18]4[CH:23]=[CH:22][CH:21]=[CH:20][CH:19]=4)[CH:11]3[CH2:10]2)=CC=1.ClC(OC(Cl)C)=O. Product: [C:24]1([C:17]2([C:18]3[CH:19]=[CH:20][CH:21]=[CH:22][CH:23]=3)[CH:11]3[CH2:10][NH:9][CH2:14][CH2:13][N:12]3[C:15](=[O:30])[O:16]2)[CH:29]=[CH:28][CH:27]=[CH:26][CH:25]=1. The catalyst class is: 26.